From a dataset of Cav3 T-type calcium channel HTS with 100,875 compounds. Binary Classification. Given a drug SMILES string, predict its activity (active/inactive) in a high-throughput screening assay against a specified biological target. (1) The drug is FC(F)(F)c1c(CN2CCN(CC2)CC)ccc(NC(=O)c2cc(NC(=O)c3cc(c4ccc(cc4)C#N)cnc3)cc(OC)c2)c1. The result is 0 (inactive). (2) The compound is S(Cc1ccccc1)c1oc(nn1)c1cccnc1. The result is 0 (inactive).